From a dataset of Catalyst prediction with 721,799 reactions and 888 catalyst types from USPTO. Predict which catalyst facilitates the given reaction. Product: [CH2:20]([N:7]1[C:3]([C:2]([F:18])([F:1])[F:19])=[CH:4][C:5]([C:8]2[S:12][C:11]([C:13]([O:15][CH2:16][CH3:17])=[O:14])=[CH:10][CH:9]=2)=[N:6]1)[CH3:21]. Reactant: [F:1][C:2]([F:19])([F:18])[C:3]1[NH:7][N:6]=[C:5]([C:8]2[S:12][C:11]([C:13]([O:15][CH2:16][CH3:17])=[O:14])=[CH:10][CH:9]=2)[CH:4]=1.[CH2:20](I)[CH3:21].C(=O)([O-])[O-].[K+].[K+]. The catalyst class is: 3.